Dataset: Full USPTO retrosynthesis dataset with 1.9M reactions from patents (1976-2016). Task: Predict the reactants needed to synthesize the given product. (1) Given the product [OH:20][CH2:19][CH:14]1[CH2:15][N:16]([C:2]2[CH:3]=[CH:4][C:5]([N+:10]([O-:12])=[O:11])=[C:6]([O:8][CH3:9])[CH:7]=2)[CH2:17][CH2:18][N:13]1[C:30](=[O:32])[CH3:31], predict the reactants needed to synthesize it. The reactants are: F[C:2]1[CH:3]=[CH:4][C:5]([N+:10]([O-:12])=[O:11])=[C:6]([O:8][CH3:9])[CH:7]=1.[NH:13]1[CH2:18][CH2:17][NH:16][CH2:15][CH:14]1[CH2:19][OH:20].C(N(CC)C(C)C)(C)C.[C:30](OC(=O)C)(=[O:32])[CH3:31]. (2) Given the product [C:1]([C:3]1[CH:4]=[CH:5][C:6]([C:9]2[CH:14]=[CH:13][C:12]([C:15](=[O:22])[CH2:16][CH2:17][C:18]([OH:20])=[O:19])=[CH:11][CH:10]=2)=[CH:7][CH:8]=1)#[N:2], predict the reactants needed to synthesize it. The reactants are: [C:1]([C:3]1[CH:8]=[CH:7][C:6]([C:9]2[CH:14]=[CH:13][C:12]([C:15](=[O:22])[CH2:16][CH2:17][C:18]([O:20]C)=[O:19])=[CH:11][CH:10]=2)=[CH:5][CH:4]=1)#[N:2].[OH-].[Na+]. (3) Given the product [ClH:7].[CH2:1]([O:3][CH2:4][C:5]([NH:8][C:9]1[CH:10]=[N:11][C:12]2[C:17]([C:18]=1[NH:19][CH2:20][CH2:21][C:22]1([OH:25])[CH2:23][CH2:24]1)=[CH:16][CH:15]=[CH:14][CH:13]=2)=[O:6])[CH3:2], predict the reactants needed to synthesize it. The reactants are: [CH2:1]([O:3][CH2:4][C:5]([Cl:7])=[O:6])[CH3:2].[NH2:8][C:9]1[CH:10]=[N:11][C:12]2[C:17]([C:18]=1[NH:19][CH2:20][CH2:21][C:22]1([OH:25])[CH2:24][CH2:23]1)=[CH:16][CH:15]=[CH:14][CH:13]=2. (4) Given the product [OH:2][CH2:1][CH2:31][C@@H:33]1[CH:50]2[C@:45]([CH3:52])([CH2:46][CH2:47][C:48](=[O:51])[CH2:49]2)[C@@H:44]2[C@H:35]([C@H:36]3[C@@:40]([CH2:42][CH2:43]2)([CH3:41])[C:39](=[O:53])[CH2:38][CH2:37]3)[CH2:34]1, predict the reactants needed to synthesize it. The reactants are: [CH2:1]1COC23OCCOC2([C@]2(CC[C@H]4[C@@H](C[C@H](CCO)C5[C@]4(C)CCCC5)[C@@H]2C3)C)[O:2]1.[C:31]([C@@H:33]1[CH:50]2[C@:45]([CH3:52])([CH2:46][CH2:47][C:48](=[O:51])[CH2:49]2)[C@@H:44]2[C@H:35]([C@H:36]3[C@@:40]([CH2:42][CH2:43]2)([CH3:41])[C:39](=[O:53])[CH2:38][CH2:37]3)[CH2:34]1)#N. (5) Given the product [C:12]([O:16][C:17](=[O:18])[NH:5][CH2:4][C:3]1[CH:2]=[N:9][C:8]([CH3:10])=[CH:7][C:6]=1[CH3:11])([CH3:15])([CH3:14])[CH3:13], predict the reactants needed to synthesize it. The reactants are: Cl[C:2]1[N:9]=[C:8]([CH3:10])[CH:7]=[C:6]([CH3:11])[C:3]=1[C:4]#[N:5].[C:12]([O:16][C:17](O[C:17]([O:16][C:12]([CH3:15])([CH3:14])[CH3:13])=[O:18])=[O:18])([CH3:15])([CH3:14])[CH3:13].